Dataset: Catalyst prediction with 721,799 reactions and 888 catalyst types from USPTO. Task: Predict which catalyst facilitates the given reaction. (1) Reactant: CCN=C=NCCCN(C)C.C1C=CC2N(O)N=NC=2C=1.[Br:22][C:23]1[CH:28]=[CH:27][C:26]([NH:29][C:30]2[C:38]([C:39]([OH:41])=O)=[C:37]3[N:33]([CH2:34][CH2:35][CH2:36]3)[C:32](=[O:42])[C:31]=2[F:43])=[C:25]([F:44])[CH:24]=1.[CH3:45][O:46][NH2:47]. Product: [CH3:45][O:46][NH:47][C:39]([C:38]1[C:30]([NH:29][C:26]2[CH:27]=[CH:28][C:23]([Br:22])=[CH:24][C:25]=2[F:44])=[C:31]([F:43])[C:32](=[O:42])[N:33]2[C:37]=1[CH2:36][CH2:35][CH2:34]2)=[O:41]. The catalyst class is: 3. (2) Reactant: [F:1][C:2]([F:19])([S:9]([C:12]1[CH:17]=[CH:16][CH:15]=[C:14]([F:18])[CH:13]=1)(=[O:11])=[O:10])[CH:3]1[CH2:8][CH2:7][NH:6][CH2:5][CH2:4]1.C1(N[C:27]([NH:29][C:30]2[CH:35]=[CH:34][N:33]=[N:32][CH:31]=2)=[O:28])C=CC=CC=1.C(N(CC)CC)C. Product: [F:19][C:2]([F:1])([S:9]([C:12]1[CH:17]=[CH:16][CH:15]=[C:14]([F:18])[CH:13]=1)(=[O:11])=[O:10])[CH:3]1[CH2:8][CH2:7][N:6]([C:27]([NH:29][C:30]2[CH:35]=[CH:34][N:33]=[N:32][CH:31]=2)=[O:28])[CH2:5][CH2:4]1. The catalyst class is: 10. (3) Reactant: I[C:2]1[CH:3]=[C:4]2[C:9](=[CH:10][CH:11]=1)[N:8]1[CH:12]=[C:13]([CH3:15])[N:14]=[C:7]1[CH:6]=[CH:5]2.[SH:16][C:17]1[CH:18]=[C:19]([C:23]2([C:29]#[N:30])[CH2:28][CH2:27][O:26][CH2:25][CH2:24]2)[CH:20]=[CH:21][CH:22]=1.CCN(C(C)C)C(C)C.C1(P(C2C=CC=CC=2)C2C3OC4C(=CC=CC=4P(C4C=CC=CC=4)C4C=CC=CC=4)C(C)(C)C=3C=CC=2)C=CC=CC=1. Product: [CH3:15][C:13]1[N:14]=[C:7]2[CH:6]=[CH:5][C:4]3[C:9](=[CH:10][CH:11]=[C:2]([S:16][C:17]4[CH:18]=[C:19]([C:23]5([C:29]#[N:30])[CH2:24][CH2:25][O:26][CH2:27][CH2:28]5)[CH:20]=[CH:21][CH:22]=4)[CH:3]=3)[N:8]2[CH:12]=1. The catalyst class is: 62. (4) Reactant: [CH2:1]1[C:9]2[C:8]3[CH:10]=[CH:11][CH:12]=[CH:13][C:7]=3[O:6][C:5]=2[CH2:4][CH2:3][CH:2]1[NH2:14].[F:15][C:16]1[CH:24]=[CH:23][C:19]([C:20](Cl)=[O:21])=[CH:18][CH:17]=1.N1C=CC=CC=1. Product: [F:15][C:16]1[CH:24]=[CH:23][C:19]([C:20]([NH:14][C:2]2[CH:3]=[CH:4][C:5]3[O:6][C:7]4[CH2:13][CH2:12][CH2:11][CH2:10][C:8]=4[C:9]=3[CH:1]=2)=[O:21])=[CH:18][CH:17]=1. The catalyst class is: 10. (5) Reactant: [Cl:1][C:2]1[CH:3]=[C:4]2[C:9](=[CH:10][N:11]=1)[CH2:8][N:7]([C:12]1[C:17]([F:18])=[C:16]([O:19][CH3:20])[CH:15]=[C:14]([O:21][CH3:22])[C:13]=1[F:23])[C:6](=[O:24])[CH2:5]2.C(=O)([O-])[O-].[Cs+].[Cs+].Br[CH2:32][CH2:33]Cl. Product: [Cl:1][C:2]1[CH:3]=[C:4]2[C:9](=[CH:10][N:11]=1)[CH2:8][N:7]([C:12]1[C:17]([F:18])=[C:16]([O:19][CH3:20])[CH:15]=[C:14]([O:21][CH3:22])[C:13]=1[F:23])[C:6](=[O:24])[C:5]12[CH2:33][CH2:32]1. The catalyst class is: 3. (6) Reactant: [NH2:1][C:2]1[C:7]([C:8]#[N:9])=[C:6]([NH:10][CH:11]([C:13]2[CH:18]=[C:17]([Cl:19])[C:16]([F:20])=[C:15](Br)[C:14]=2[O:22][CH3:23])[CH3:12])[N:5]=[CH:4][N:3]=1.CC1(C)C(C)(C)OB([C:32]2[CH:33]=[N:34][CH:35]=[C:36]([CH:39]=2)[C:37]#[N:38])O1.C(=O)([O-])[O-].[Na+].[Na+].O1CCOCC1. The catalyst class is: 257. Product: [NH2:1][C:2]1[C:7]([C:8]#[N:9])=[C:6]([NH:10][CH:11]([C:13]2[CH:18]=[C:17]([Cl:19])[C:16]([F:20])=[C:15]([C:32]3[CH:33]=[N:34][CH:35]=[C:36]([C:37]#[N:38])[CH:39]=3)[C:14]=2[O:22][CH3:23])[CH3:12])[N:5]=[CH:4][N:3]=1. (7) Reactant: [C:1]([O:5][C:6]([N:8]1[CH2:13][CH2:12][CH:11]([CH2:14][NH2:15])[CH2:10][CH2:9]1)=[O:7])([CH3:4])([CH3:3])[CH3:2].[C:16]([N:24]=[C:25]=[S:26])(=O)C1C=CC=CC=1.C(=O)([O-])[O-].[K+].[K+].CO[CH:35](OC)[N:36](C)[CH3:37]. Product: [C:1]([O:5][C:6]([N:8]1[CH2:13][CH2:12][CH:11]([CH2:14][NH:15][C:25]([N:24]=[CH:16][N:36]([CH3:37])[CH3:35])=[S:26])[CH2:10][CH2:9]1)=[O:7])([CH3:4])([CH3:3])[CH3:2]. The catalyst class is: 20.